Dataset: Full USPTO retrosynthesis dataset with 1.9M reactions from patents (1976-2016). Task: Predict the reactants needed to synthesize the given product. (1) Given the product [C:37]([O:41][C:42]([NH:44][CH2:45][C:46]1[CH:52]=[CH:51][C:49]([NH:50]/[C:2](=[C:21]2\[C:22](=[O:36])[N:23]([C:33](=[O:35])[CH3:34])[C:24]3[C:29]\2=[CH:28][C:27]([N+:30]([O-:32])=[O:31])=[CH:26][CH:25]=3)/[C:3]2[CH:8]=[CH:7][C:6]([CH2:9][N:10]3[C:14](=[O:15])[C:13]4=[CH:16][CH:17]=[CH:18][CH:19]=[C:12]4[C:11]3=[O:20])=[CH:5][CH:4]=2)=[CH:48][CH:47]=1)=[O:43])([CH3:40])([CH3:38])[CH3:39], predict the reactants needed to synthesize it. The reactants are: Cl[C:2](=[C:21]1[C:29]2[C:24](=[CH:25][CH:26]=[C:27]([N+:30]([O-:32])=[O:31])[CH:28]=2)[N:23]([C:33](=[O:35])[CH3:34])[C:22]1=[O:36])[C:3]1[CH:8]=[CH:7][C:6]([CH2:9][N:10]2[C:14](=[O:15])[C:13]3=[CH:16][CH:17]=[CH:18][CH:19]=[C:12]3[C:11]2=[O:20])=[CH:5][CH:4]=1.[C:37]([O:41][C:42]([NH:44][CH2:45][C:46]1[CH:52]=[CH:51][C:49]([NH2:50])=[CH:48][CH:47]=1)=[O:43])([CH3:40])([CH3:39])[CH3:38].C(N(CC)CC)C. (2) Given the product [OH:6][CH2:5][CH:4]([C:7]1[C:16]2[C:11](=[CH:12][CH:13]=[C:14]([O:17][CH3:18])[CH:15]=2)[CH:10]=[CH:9][CH:8]=1)[CH2:3][NH:2][C:25](=[O:27])[CH3:26], predict the reactants needed to synthesize it. The reactants are: Cl.[NH2:2][CH2:3][CH:4]([C:7]1[C:16]2[C:11](=[CH:12][CH:13]=[C:14]([O:17][CH3:18])[CH:15]=2)[CH:10]=[CH:9][CH:8]=1)[CH2:5][OH:6].C(=O)([O-])[O-].[K+].[K+].[C:25](Cl)(=[O:27])[CH3:26]. (3) Given the product [NH2:23][CH2:22][C@@H:21]([NH:20][C:18](=[O:19])[C:17]1[CH:39]=[CH:40][C:14]([C:3]2[C:2]([NH2:1])=[N:7][CH:6]=[C:5]([CH:8]3[CH2:9][CH2:10][O:11][CH2:12][CH2:13]3)[N:4]=2)=[CH:15][C:16]=1[F:41])[C:31]1[CH:36]=[C:35]([F:37])[CH:34]=[C:33]([Br:38])[CH:32]=1.[C:42]([OH:48])([C:44]([F:47])([F:46])[F:45])=[O:43], predict the reactants needed to synthesize it. The reactants are: [NH2:1][C:2]1[C:3]([C:14]2[CH:40]=[CH:39][C:17]([C:18]([NH:20][C@@H:21]([C:31]3[CH:36]=[C:35]([F:37])[CH:34]=[C:33]([Br:38])[CH:32]=3)[CH2:22][NH:23]C(=O)OC(C)(C)C)=[O:19])=[C:16]([F:41])[CH:15]=2)=[N:4][C:5]([CH:8]2[CH2:13][CH2:12][O:11][CH2:10][CH2:9]2)=[CH:6][N:7]=1.[C:42]([OH:48])([C:44]([F:47])([F:46])[F:45])=[O:43].